The task is: Regression. Given a peptide amino acid sequence and an MHC pseudo amino acid sequence, predict their binding affinity value. This is MHC class II binding data.. This data is from Peptide-MHC class II binding affinity with 134,281 pairs from IEDB. (1) The peptide sequence is NLSNVLATITTGVLDI. The MHC is DRB1_0901 with pseudo-sequence DRB1_0901. The binding affinity (normalized) is 0. (2) The peptide sequence is GEKQIVDKIDAAFKI. The MHC is DRB4_0101 with pseudo-sequence DRB4_0103. The binding affinity (normalized) is 0.465. (3) The peptide sequence is GPATPAAPAAGYTPA. The MHC is HLA-DPA10301-DPB10402 with pseudo-sequence HLA-DPA10301-DPB10402. The binding affinity (normalized) is 0.0627. (4) The peptide sequence is PGLIIGALAGST. The MHC is HLA-DQA10501-DQB10201 with pseudo-sequence HLA-DQA10501-DQB10201. The binding affinity (normalized) is 0.0590. (5) The peptide sequence is AGELELQFRRVKSKYPEGTK. The MHC is HLA-DPA10201-DPB10501 with pseudo-sequence HLA-DPA10201-DPB10501. The binding affinity (normalized) is 0.462. (6) The peptide sequence is DQGCSSALGSGPYGA. The MHC is HLA-DQA10201-DQB10301 with pseudo-sequence HLA-DQA10201-DQB10301. The binding affinity (normalized) is 0.508.